From a dataset of Forward reaction prediction with 1.9M reactions from USPTO patents (1976-2016). Predict the product of the given reaction. (1) Given the reactants [CH2:1](O)[CH2:2][CH:3]=[CH2:4].[CH:6]1[C:11]([CH:12]=[O:13])=[CH:10][C:9]2[O:14][CH2:15][O:16][C:8]=2[CH:7]=1.[Ga](Br)(Br)[Br:18], predict the reaction product. The product is: [Br:18][CH:2]1[CH2:3][CH2:4][O:13][CH:12]([C:11]2[CH:6]=[CH:7][C:8]3[O:16][CH2:15][O:14][C:9]=3[CH:10]=2)[CH2:1]1. (2) Given the reactants [CH3:1][C:2]([C@H:4]1[C@@H:8]2[C@@H:9]3[C@@:22]([CH3:25])([CH2:23][CH2:24][C@@:7]2([CH2:31][OH:32])[CH2:6][CH2:5]1)[C@@:21]1([CH3:26])[C@@H:12]([C@:13]2([CH3:30])[C@@H:18]([CH2:19][CH2:20]1)[C:17]([CH3:28])([CH3:27])[C@@H:16]([OH:29])[CH2:15][CH2:14]2)[CH2:11][CH2:10]3)=[CH2:3].CC(C)=O, predict the reaction product. The product is: [CH3:3][C:2]([C@H:4]1[C@@H:8]2[C@@H:9]3[C@@:22]([CH3:25])([CH2:23][CH2:24][C@@:7]2([CH:31]=[O:32])[CH2:6][CH2:5]1)[C@@:21]1([CH3:26])[C@@H:12]([C@:13]2([CH3:30])[C@@H:18]([CH2:19][CH2:20]1)[C:17]([CH3:28])([CH3:27])[C:16](=[O:29])[CH2:15][CH2:14]2)[CH2:11][CH2:10]3)=[CH2:1]. (3) Given the reactants [CH3:1][O:2][C:3]([C:5]1[CH:40]=[CH:39][C:8]([O:9][C:10]2[CH:11]=[C:12]([C:22]3[N:23](C(OC(C)(C)C)=O)[C:24]([C:27]4[S:28][CH:29]=[CH:30][N:31]=4)=[CH:25][CH:26]=3)[CH:13]=[C:14]([O:16][C@@H:17]([CH3:21])[CH2:18][O:19][CH3:20])[CH:15]=2)=[CH:7][CH:6]=1)=[O:4].FC(F)(F)C(O)=O, predict the reaction product. The product is: [CH3:20][O:19][CH2:18][C@H:17]([CH3:21])[O:16][C:14]1[CH:15]=[C:10]([CH:11]=[C:12]([C:22]2[NH:23][C:24]([C:27]3[S:28][CH:29]=[CH:30][N:31]=3)=[CH:25][CH:26]=2)[CH:13]=1)[O:9][C:8]1[CH:7]=[CH:6][C:5]([C:3]([O:2][CH3:1])=[O:4])=[CH:40][CH:39]=1.